From a dataset of Forward reaction prediction with 1.9M reactions from USPTO patents (1976-2016). Predict the product of the given reaction. (1) Given the reactants [CH2:1]1[N:12]2[C:13]3[C:9]([C@@H:10]4[CH2:17][NH:16][CH2:15][CH2:14][C@@H:11]42)=[CH:8][CH:7]=[CH:6][C:5]=3[CH2:4][S:3][CH2:2]1.Cl[CH2:19][CH2:20][CH2:21][O:22][C:23]1[CH:28]=[CH:27][C:26]([F:29])=[CH:25][C:24]=1[N+:30]([O-:32])=[O:31], predict the reaction product. The product is: [F:29][C:26]1[CH:27]=[CH:28][C:23]([O:22][CH2:21][CH2:20][CH2:19][N:16]2[CH2:15][CH2:14][C@@H:11]3[N:12]4[CH2:1][CH2:2][S:3][CH2:4][C:5]5[CH:6]=[CH:7][CH:8]=[C:9]([C:13]4=5)[C@@H:10]3[CH2:17]2)=[C:24]([N+:30]([O-:32])=[O:31])[CH:25]=1. (2) Given the reactants [C:1]1([OH:12])[C:10]2[C:5](=[CH:6][C:7]([OH:11])=[CH:8][CH:9]=2)[CH:4]=[CH:3][N:2]=1.I[C:14]1[CH:19]=[CH:18][C:17]([O:20][CH3:21])=[CH:16][CH:15]=1.N1CCC[C@H]1C(O)=O.C(=O)([O-])[O-].[K+].[K+], predict the reaction product. The product is: [OH:11][C:7]1[CH:6]=[C:5]2[C:10](=[CH:9][CH:8]=1)[C:1](=[O:12])[N:2]([C:14]1[CH:19]=[CH:18][C:17]([O:20][CH3:21])=[CH:16][CH:15]=1)[CH:3]=[CH:4]2. (3) The product is: [ClH:11].[CH3:32][N:30]([CH3:31])[C:28]1[C:27]([CH3:39])=[CH:26][N:25]=[C:24]([NH:23][C@@H:20]2[CH2:19][CH2:18][C@H:17]([NH:16][C:14](=[O:15])[C:13]3[CH:34]=[CH:35][CH:36]=[N:37][C:12]=3[O:8][C:5]3[CH:6]=[CH:7][C:2]([F:1])=[CH:3][CH:4]=3)[CH2:22][CH2:21]2)[N:29]=1. Given the reactants [F:1][C:2]1[CH:7]=[CH:6][C:5]([OH:8])=[CH:4][CH:3]=1.[H-].[Na+].[Cl:11][C:12]1[N:37]=[CH:36][CH:35]=[CH:34][C:13]=1[C:14]([NH:16][C@H:17]1[CH2:22][CH2:21][C@@H:20]([N:23](C)[C:24]2[N:29]=[C:28]([N:30]([CH3:32])[CH3:31])[CH:27]=[CH:26][N:25]=2)[CH2:19][CH2:18]1)=[O:15].Cl.[CH3:39]C(N(C)C)=O, predict the reaction product. (4) Given the reactants [CH3:1][O:2][C:3]1[CH:8]=[CH:7][C:6]([C@@H:9]2[C@@H:14]([O:15][CH2:16][C:17]3[CH:18]=[CH:19][C:20]4[O:25][CH2:24][CH2:23][N:22]([CH2:26][CH2:27][CH2:28][O:29][CH3:30])[C:21]=4[CH:31]=3)[CH2:13][N:12]([S:32]([C:35]3[CH:40]=[CH:39][C:38]([CH3:41])=[CH:37][CH:36]=3)(=[O:34])=[O:33])[C@@H:11]([CH2:42][CH2:43][NH:44][C:45](=[O:47])[CH3:46])[CH2:10]2)=[CH:5][CH:4]=1.[H-].[Na+].[CH3:50]I, predict the reaction product. The product is: [CH3:1][O:2][C:3]1[CH:4]=[CH:5][C:6]([C@@H:9]2[C@@H:14]([O:15][CH2:16][C:17]3[CH:18]=[CH:19][C:20]4[O:25][CH2:24][CH2:23][N:22]([CH2:26][CH2:27][CH2:28][O:29][CH3:30])[C:21]=4[CH:31]=3)[CH2:13][N:12]([S:32]([C:35]3[CH:40]=[CH:39][C:38]([CH3:41])=[CH:37][CH:36]=3)(=[O:33])=[O:34])[C@@H:11]([CH2:42][CH2:43][N:44]([CH3:50])[C:45](=[O:47])[CH3:46])[CH2:10]2)=[CH:7][CH:8]=1. (5) Given the reactants [CH3:1][O:2][C:3]1[CH:4]=[C:5]([CH:7]=[C:8]([O:10][CH3:11])[CH:9]=1)[NH2:6].[O-]S(C(F)(F)[F:17])(=O)=O.F[N+]1C(C)=CC(C)=CC=1C.O, predict the reaction product. The product is: [F:17][C:7]1[C:8]([O:10][CH3:11])=[CH:9][C:3]([O:2][CH3:1])=[CH:4][C:5]=1[NH2:6]. (6) Given the reactants Br[C:2]1[CH:3]=[CH:4][C:5]2[O:11][CH2:10][CH:9]3[CH2:12][N:13]([C:16]([O:18][C:19]([CH3:22])([CH3:21])[CH3:20])=[O:17])[CH2:14][CH2:15][N:8]3[C:7](=[O:23])[C:6]=2[CH:24]=1.[C:25]1(B(O)O)[CH:30]=[CH:29][CH:28]=[CH:27][CH:26]=1.C(=O)([O-])[O-].[K+].[K+].O1CCOCC1, predict the reaction product. The product is: [O:23]=[C:7]1[C:6]2[CH:24]=[C:2]([C:25]3[CH:30]=[CH:29][CH:28]=[CH:27][CH:26]=3)[CH:3]=[CH:4][C:5]=2[O:11][CH2:10][CH:9]2[CH2:12][N:13]([C:16]([O:18][C:19]([CH3:22])([CH3:21])[CH3:20])=[O:17])[CH2:14][CH2:15][N:8]12. (7) Given the reactants [CH3:1][C:2]1[CH:10]=[C:9]([C:11]([F:14])([F:13])[F:12])[CH:8]=[CH:7][C:3]=1[C:4]([OH:6])=O.C([O:17][C:18](=[O:39])[CH2:19][CH2:20][C:21]1[CH:26]=[CH:25][C:24]([O:27][C:28]2[CH:33]=[C:32]([CH3:34])[CH:31]=[C:30]([CH2:35][NH2:36])[CH:29]=2)=[CH:23][C:22]=1[CH2:37][CH3:38])C, predict the reaction product. The product is: [CH2:37]([C:22]1[CH:23]=[C:24]([O:27][C:28]2[CH:29]=[C:30]([CH2:35][NH:36][C:4](=[O:6])[C:3]3[CH:7]=[CH:8][C:9]([C:11]([F:14])([F:13])[F:12])=[CH:10][C:2]=3[CH3:1])[CH:31]=[C:32]([CH3:34])[CH:33]=2)[CH:25]=[CH:26][C:21]=1[CH2:20][CH2:19][C:18]([OH:39])=[O:17])[CH3:38]. (8) Given the reactants [CH3:1][C:2]1[C:3]([C:26]2[CH:31]=[CH:30][CH:29]=[CH:28][CH:27]=2)=[C:4]([O:14][C:15]2[CH:20]=[CH:19][C:18](/[CH:21]=[CH:22]/[C:23]([OH:25])=[O:24])=[CH:17][CH:16]=2)[C:5]2[C:10]([CH:11]=1)=[CH:9][C:8]([O:12]C)=[CH:7][CH:6]=2.B(Br)(Br)Br.O, predict the reaction product. The product is: [OH:12][C:8]1[CH:9]=[C:10]2[C:5](=[CH:6][CH:7]=1)[C:4]([O:14][C:15]1[CH:16]=[CH:17][C:18](/[CH:21]=[CH:22]/[C:23]([OH:25])=[O:24])=[CH:19][CH:20]=1)=[C:3]([C:26]1[CH:27]=[CH:28][CH:29]=[CH:30][CH:31]=1)[C:2]([CH3:1])=[CH:11]2. (9) Given the reactants Cl[C:2]1[N:3]=[C:4]([NH:15][CH2:16][C:17]2[CH:18]=[N:19][C:20]3[C:25]([CH:26]=2)=[CH:24][CH:23]=[CH:22][CH:21]=3)[C:5]2[CH2:10][N:9]([CH:11]([CH3:13])[CH3:12])[C:8](=[O:14])[C:6]=2[N:7]=1.[CH3:27][C@H:28]1[CH2:33][NH:32][CH2:31][CH2:30][N:29]1[C:34]([O:36][C:37]([CH3:40])([CH3:39])[CH3:38])=[O:35].CCN(C(C)C)C(C)C, predict the reaction product. The product is: [CH:11]([N:9]1[CH2:10][C:5]2[C:4]([NH:15][CH2:16][C:17]3[CH:18]=[N:19][C:20]4[C:25]([CH:26]=3)=[CH:24][CH:23]=[CH:22][CH:21]=4)=[N:3][C:2]([N:32]3[CH2:31][CH2:30][N:29]([C:34]([O:36][C:37]([CH3:40])([CH3:39])[CH3:38])=[O:35])[C@@H:28]([CH3:27])[CH2:33]3)=[N:7][C:6]=2[C:8]1=[O:14])([CH3:13])[CH3:12]. (10) The product is: [CH2:13]1[CH:11]2[CH2:12][NH:8][CH2:9][CH:10]2[CH2:15][N:14]1[C:16]([C:18]1[CH:23]=[CH:22][C:21]([O:24][CH3:25])=[CH:20][C:19]=1[N:26]1[N:27]=[CH:28][CH:29]=[N:30]1)=[O:17]. Given the reactants C([N:8]1[CH2:12][CH:11]2[CH2:13][N:14]([C:16]([C:18]3[CH:23]=[CH:22][C:21]([O:24][CH3:25])=[CH:20][C:19]=3[N:26]3[N:30]=[CH:29][CH:28]=[N:27]3)=[O:17])[CH2:15][CH:10]2[CH2:9]1)C1C=CC=CC=1, predict the reaction product.